This data is from Full USPTO retrosynthesis dataset with 1.9M reactions from patents (1976-2016). The task is: Predict the reactants needed to synthesize the given product. (1) Given the product [CH:1]1([C:4]2[NH:8][N:7]=[C:6]([NH:9][C:13]3[C:12]([NH2:11])=[CH:17][N:16]=[C:15]([NH:19][C@H:20]([C:23]4[CH:24]=[CH:25][C:26]([F:29])=[CH:27][CH:28]=4)[CH3:21])[N:14]=3)[CH:5]=2)[CH2:3][CH2:2]1, predict the reactants needed to synthesize it. The reactants are: [CH:1]1([C:4]2[NH:8][N:7]=[C:6]([N:9]3[C:13]4[N:14]=[C:15]([NH:19][C@H:20]([C:23]5[CH:28]=[CH:27][C:26]([F:29])=[CH:25][CH:24]=5)[CH2:21]O)[N:16]=[C:17](C)[C:12]=4[N:11]=N3)[CH:5]=2)[CH2:3][CH2:2]1.[NH4+].[Cl-]. (2) Given the product [F:1][C:2]1[C:22]([F:23])=[CH:21][CH:20]=[C:19]([CH3:28])[C:3]=1[C:4]([C@@H:6]1[CH2:11][CH2:10][CH2:9][N:8]([C:12]([O:14][C:15]([CH3:17])([CH3:18])[CH3:16])=[O:13])[CH2:7]1)=[O:5], predict the reactants needed to synthesize it. The reactants are: [F:1][C:2]1[C:22]([F:23])=[C:21]([Si](C)(C)C)[CH:20]=[C:19]([CH3:28])[C:3]=1[C:4]([C@@H:6]1[CH2:11][CH2:10][CH2:9][N:8]([C:12]([O:14][C:15]([CH3:18])([CH3:17])[CH3:16])=[O:13])[CH2:7]1)=[O:5].CCN(CC)CC.C(O)=O. (3) Given the product [N:24]1([C:19]2[CH:20]=[N:21][CH:22]=[CH:23][C:18]=2[C:16]([NH:15][C:6]2([C:4]([OH:5])=[O:3])[CH2:7][C:8]3[C:13](=[CH:12][CH:11]=[CH:10][CH:9]=3)[CH2:14]2)=[O:17])[CH2:29][CH2:28][CH2:27][CH2:26][CH2:25]1, predict the reactants needed to synthesize it. The reactants are: C([O:3][C:4]([C:6]1([NH:15][C:16]([C:18]2[CH:23]=[CH:22][N:21]=[CH:20][C:19]=2[N:24]2[CH2:29][CH2:28][CH2:27][CH2:26][CH2:25]2)=[O:17])[CH2:14][C:13]2[C:8](=[CH:9][CH:10]=[CH:11][CH:12]=2)[CH2:7]1)=[O:5])C.O1CCOCC1.CO. (4) Given the product [Cl:16][C:17]1[CH:23]=[CH:22][C:20]([N:21]2[C:11]([CH2:12][CH3:13])=[CH:10][CH:9]=[C:8]2[C:5]2[CH:6]=[CH:7][C:2]([Cl:1])=[CH:3][CH:4]=2)=[CH:19][CH:18]=1, predict the reactants needed to synthesize it. The reactants are: [Cl:1][C:2]1[CH:7]=[CH:6][C:5]([C:8](=O)[CH2:9][CH2:10][C:11](=O)[CH2:12][CH3:13])=[CH:4][CH:3]=1.[Cl:16][C:17]1[CH:23]=[CH:22][C:20]([NH2:21])=[CH:19][CH:18]=1.C1(C)C=CC(S(O)(=O)=O)=CC=1. (5) Given the product [Br:1][C:2]1[CH:3]=[C:4]([CH:8]=[CH:9][C:10]=1[CH3:11])[C:5]([NH2:7])=[S:21], predict the reactants needed to synthesize it. The reactants are: [Br:1][C:2]1[CH:3]=[C:4]([CH:8]=[CH:9][C:10]=1[CH3:11])[C:5]([NH2:7])=O.COC1C=CC(P2(SP(C3C=CC(OC)=CC=3)(=S)S2)=[S:21])=CC=1.